Dataset: Full USPTO retrosynthesis dataset with 1.9M reactions from patents (1976-2016). Task: Predict the reactants needed to synthesize the given product. (1) Given the product [C:30]([O:33][CH2:34][CH2:35][C:36]1[C:40]([Cl:41])=[C:39]([NH:42][C:43]([NH:20][C@H:12]2[C@H:11]([C:6]3[CH:7]=[CH:8][C:9]([F:10])=[C:4]([F:3])[CH:5]=3)[CH2:15][N:14]([CH2:16][CH2:17][O:18][CH3:19])[CH2:13]2)=[O:44])[N:38]([C:52]2[CH:53]=[CH:54][CH:55]=[CH:56][CH:57]=2)[N:37]=1)(=[O:32])[CH3:31], predict the reactants needed to synthesize it. The reactants are: Cl.Cl.[F:3][C:4]1[CH:5]=[C:6]([C@@H:11]2[CH2:15][N:14]([CH2:16][CH2:17][O:18][CH3:19])[CH2:13][C@H:12]2[NH2:20])[CH:7]=[CH:8][C:9]=1[F:10].CCN(C(C)C)C(C)C.[C:30]([O:33][CH2:34][CH2:35][C:36]1[C:40]([Cl:41])=[C:39]([NH:42][C:43](OC2C=CC=CC=2)=[O:44])[N:38]([C:52]2[CH:57]=[CH:56][CH:55]=[CH:54][CH:53]=2)[N:37]=1)(=[O:32])[CH3:31].ClC1C(CCOC(OC2C=CC=CC=2)=O)=NN(C2C=CC=CC=2)C=1NC(=O)OC1C=CC=CC=1. (2) Given the product [N:20]1([C:25]([N:5]2[CH2:6][CH2:7][C@H:8]([NH:9][C:10](=[O:19])[O:11][CH2:12][C:13]3[CH:18]=[CH:17][CH:16]=[CH:15][CH:14]=3)[C@H:3]([O:2][CH3:1])[CH2:4]2)=[S:26])[CH:24]=[CH:23][N:22]=[CH:21]1, predict the reactants needed to synthesize it. The reactants are: [CH3:1][O:2][C@H:3]1[C@@H:8]([NH:9][C:10](=[O:19])[O:11][CH2:12][C:13]2[CH:18]=[CH:17][CH:16]=[CH:15][CH:14]=2)[CH2:7][CH2:6][NH:5][CH2:4]1.[N:20]1([C:25](N2C=CN=C2)=[S:26])[CH:24]=[CH:23][N:22]=[CH:21]1.Cl. (3) Given the product [N:32]1[C:29]2[C:28](=[CH:27][C:26]([C:24]3[N:23]([CH:35]4[CH2:36][CH2:37][CH2:38][CH2:39][CH2:40]4)[C:22]4[CH:41]=[CH:42][C:19]([C:17]([OH:18])=[O:16])=[CH:20][C:21]=4[N:25]=3)=[CH:31][CH:30]=2)[CH:33]=[CH:12][C:11]=1[C:4]1[C:5]2[C:10](=[CH:9][CH:8]=[CH:7][CH:6]=2)[N:1]=[CH:2][CH:3]=1, predict the reactants needed to synthesize it. The reactants are: [N:1]1[C:10]2[C:5](=[CH:6][CH:7]=[CH:8][CH:9]=2)[C:4]([C:11](=O)[CH3:12])=[CH:3][CH:2]=1.C([O:16][C:17]([C:19]1[CH:42]=[CH:41][C:22]2[N:23]([CH:35]3[CH2:40][CH2:39][CH2:38][CH2:37][CH2:36]3)[C:24]([C:26]3[CH:31]=[CH:30][C:29]([NH2:32])=[C:28]([CH:33]=O)[CH:27]=3)=[N:25][C:21]=2[CH:20]=1)=[O:18])C.[OH-].[K+].Cl.